Predict the product of the given reaction. From a dataset of Forward reaction prediction with 1.9M reactions from USPTO patents (1976-2016). The product is: [CH3:1][O:2][C:3]([C:5]1[CH:15]=[C:14]([O:16][C:41]2[CH:42]=[CH:43][C:38]([C:37]([O:36][CH2:29][C:30]3[CH:35]=[CH:34][CH:33]=[CH:32][CH:31]=3)=[O:46])=[C:39]([F:45])[CH:40]=2)[C:8]2[CH2:9][C:10]([CH3:13])([CH3:12])[O:11][C:7]=2[CH:6]=1)=[O:4]. Given the reactants [CH3:1][O:2][C:3]([C:5]1[CH:15]=[C:14]([O:16]C2C=CC(C(N3CCC3)=O)=CC=2)[C:8]2[CH2:9][C:10]([CH3:13])([CH3:12])[O:11][C:7]=2[CH:6]=1)=[O:4].[CH2:29]([O:36][C:37](=[O:46])[C:38]1[CH:43]=[CH:42][C:41](Br)=[CH:40][C:39]=1[F:45])[C:30]1[CH:35]=[CH:34][CH:33]=[CH:32][CH:31]=1.COC(C1C=C(O)C2CC(C)(C)OC=2C=1)=O, predict the reaction product.